This data is from Catalyst prediction with 721,799 reactions and 888 catalyst types from USPTO. The task is: Predict which catalyst facilitates the given reaction. (1) Reactant: Br.C[O:3][C:4]1[N:5]=[C:6]2[C:11](=[CH:12][CH:13]=1)[NH:10][C:9](=[O:14])[CH:8]=[CH:7]2.C(=O)([O-])[O-].[Na+].[Na+]. Product: [NH:5]1[C:6]2[CH:7]=[CH:8][C:9](=[O:14])[NH:10][C:11]=2[CH:12]=[CH:13][C:4]1=[O:3]. The catalyst class is: 6. (2) Product: [CH2:6]([C:9]1[CH:14]=[C:13]([C:15]2[S:16][CH:17]=[C:18]([C:20]3[CH:21]=[CH:22][C:23]([NH:26][S:2]([CH3:1])(=[O:4])=[O:3])=[CH:24][CH:25]=3)[N:19]=2)[CH:12]=[CH:11][N:10]=1)[CH2:7][CH3:8]. The catalyst class is: 2. Reactant: [CH3:1][S:2](Cl)(=[O:4])=[O:3].[CH2:6]([C:9]1[CH:14]=[C:13]([C:15]2[S:16][CH:17]=[C:18]([C:20]3[CH:25]=[CH:24][C:23]([NH2:26])=[CH:22][CH:21]=3)[N:19]=2)[CH:12]=[CH:11][N:10]=1)[CH2:7][CH3:8].N1C=CC=CC=1.C(O)(=O)CC(CC(O)=O)(C(O)=O)O. (3) Reactant: Br[C:2]1[CH:11]=[C:10]2[C:5]([CH:6]=[C:7]([C:13]3[N:14]=[C:15]4[C:20]([CH3:21])=[N:19][C:18]([CH3:22])=[CH:17][N:16]4[CH:23]=3)[C:8](=[O:12])[O:9]2)=[CH:4][CH:3]=1.CC1(C)C(C)(C)OB([C:32]2[CH2:37][CH2:36][N:35]([C:38]([O:40][C:41]([CH3:44])([CH3:43])[CH3:42])=[O:39])[CH2:34][CH:33]=2)O1.C([O-])([O-])=O.[K+].[K+].ClCCl. Product: [CH3:22][C:18]1[N:19]=[C:20]([CH3:21])[C:15]2[N:16]([CH:23]=[C:13]([C:7]3[C:8](=[O:12])[O:9][C:10]4[C:5]([CH:6]=3)=[CH:4][CH:3]=[C:2]([C:32]3[CH2:37][CH2:36][N:35]([C:38]([O:40][C:41]([CH3:44])([CH3:43])[CH3:42])=[O:39])[CH2:34][CH:33]=3)[CH:11]=4)[N:14]=2)[CH:17]=1. The catalyst class is: 23. (4) Reactant: [H-].[Na+:2].[CH:3]1[C:16]2[NH:15][C:14]3[C:9](=[CH:10][CH:11]=[CH:12][CH:13]=3)[S:8][C:7]=2[CH:6]=[CH:5][CH:4]=1.[CH2:17]1[CH2:23][S:20](=[O:22])(=[O:21])[O:19][CH2:18]1. Product: [CH:13]1[C:14]2[N:15]([CH2:18][CH2:17][CH2:23][S:20]([O-:22])(=[O:21])=[O:19])[C:16]3[C:7](=[CH:6][CH:5]=[CH:4][CH:3]=3)[S:8][C:9]=2[CH:10]=[CH:11][CH:12]=1.[Na+:2]. The catalyst class is: 7. (5) Reactant: [C:1](Cl)(=[O:4])[CH:2]=[CH2:3].[NH2:6][CH:7]1[CH2:14][CH2:13][CH2:12][CH2:11][NH:10][C:8]1=[O:9]. Product: [O:9]=[C:8]1[CH:7]([NH:6][C:1](=[O:4])[CH:2]=[CH2:3])[CH2:14][CH2:13][CH2:12][CH2:11][NH:10]1. The catalyst class is: 22.